Dataset: Catalyst prediction with 721,799 reactions and 888 catalyst types from USPTO. Task: Predict which catalyst facilitates the given reaction. Reactant: [NH:1]1[C:9]2[C:4](=[CH:5][CH:6]=[CH:7][CH:8]=2)[C:3]2([C:13]3[C:14]4[C:18]([CH:19]=[CH:20][C:12]=3[O:11][CH2:10]2)=[N:17][O:16][N:15]=4)[C:2]1=[O:21].[H-].[Na+].[CH2:24]([O:31][C:32]1[CH:33]=[CH:34][C:35]([CH2:38]Cl)=[N:36][CH:37]=1)[C:25]1[CH:30]=[CH:29][CH:28]=[CH:27][CH:26]=1.[I-].[K+].[Cl-].[NH4+]. Product: [CH2:24]([O:31][C:32]1[CH:33]=[CH:34][C:35]([CH2:38][N:1]2[C:9]3[C:4](=[CH:5][CH:6]=[CH:7][CH:8]=3)[C:3]3([C:13]4[C:14]5=[N:15][O:16][N:17]=[C:18]5[CH:19]=[CH:20][C:12]=4[O:11][CH2:10]3)[C:2]2=[O:21])=[N:36][CH:37]=1)[C:25]1[CH:26]=[CH:27][CH:28]=[CH:29][CH:30]=1. The catalyst class is: 35.